Task: Predict the reactants needed to synthesize the given product.. Dataset: Full USPTO retrosynthesis dataset with 1.9M reactions from patents (1976-2016) The reactants are: [NH2:1][CH2:2][CH2:3][N:4]1[C:8]2[CH:9]=[CH:10][CH:11]=[CH:12][C:7]=2[N:6]([CH2:13][C:14]2[C:15]3[C:22]([CH3:23])=[CH:21][CH:20]=[CH:19][C:16]=3[S:17][CH:18]=2)[C:5]1=[O:24].C(N(CC)CC)C.[C:32]1([S:38]([N:41]=[C:42]=[O:43])(=[O:40])=[O:39])[CH:37]=[CH:36][CH:35]=[CH:34][CH:33]=1.Cl. Given the product [CH3:23][C:22]1[C:15]2[C:14]([CH2:13][N:6]3[C:7]4[CH:12]=[CH:11][CH:10]=[CH:9][C:8]=4[N:4]([CH2:3][CH2:2][NH:1][C:42]([NH:41][S:38]([C:32]4[CH:33]=[CH:34][CH:35]=[CH:36][CH:37]=4)(=[O:40])=[O:39])=[O:43])[C:5]3=[O:24])=[CH:18][S:17][C:16]=2[CH:19]=[CH:20][CH:21]=1, predict the reactants needed to synthesize it.